Dataset: Forward reaction prediction with 1.9M reactions from USPTO patents (1976-2016). Task: Predict the product of the given reaction. (1) Given the reactants [CH2:1]([O:8][C:9]1[CH:24]=[C:23]([N+:25]([O-:27])=[O:26])[CH:22]=[CH:21][C:10]=1[C:11]([NH:13][C@@H:14]([C@H:18]([OH:20])[CH3:19])[C:15]([OH:17])=O)=[O:12])[C:2]1[CH:7]=[CH:6][CH:5]=[CH:4][CH:3]=1.O[N:29]1C(=O)C[CH2:31][C:30]1=O.C1CCC(N=C=NC2CCCCC2)CC1.C(N)C.O, predict the reaction product. The product is: [CH2:1]([O:8][C:9]1[CH:24]=[C:23]([N+:25]([O-:27])=[O:26])[CH:22]=[CH:21][C:10]=1[C:11]([NH:13][C@@H:14]([C@H:18]([OH:20])[CH3:19])[C:15]([NH:29][CH2:30][CH3:31])=[O:17])=[O:12])[C:2]1[CH:7]=[CH:6][CH:5]=[CH:4][CH:3]=1. (2) Given the reactants [Cl:1][C:2]1[CH:29]=[CH:28][C:5]([CH2:6][N:7]2[CH:12]=[N:11][C:10]([N:13]3[CH2:18][CH:17](O)[C:16]([C:20]4[CH:25]=[CH:24][C:23]([F:26])=[CH:22][CH:21]=4)=[CH:15][CH2:14]3)=[N:9][C:8]2=[O:27])=[CH:4][CH:3]=1.C(N(S(F)(F)[F:36])CC)C, predict the reaction product. The product is: [Cl:1][C:2]1[CH:29]=[CH:28][C:5]([CH2:6][N:7]2[CH:12]=[N:11][C:10]([N:13]3[CH2:18][CH:17]([F:36])[C:16]([C:20]4[CH:25]=[CH:24][C:23]([F:26])=[CH:22][CH:21]=4)=[CH:15][CH2:14]3)=[N:9][C:8]2=[O:27])=[CH:4][CH:3]=1. (3) Given the reactants [F:1][C:2]1[CH:10]=[CH:9][C:5]([C:6](Cl)=[O:7])=[CH:4][CH:3]=1.[F:11][C:12]1[CH:25]=[CH:24][C:15]([C:16]([C@H:18]2[C@H:22]([CH3:23])[CH2:21][NH:20][CH2:19]2)=[O:17])=[CH:14][CH:13]=1.C(N(CC)CC)C, predict the reaction product. The product is: [F:1][C:2]1[CH:10]=[CH:9][C:5]([C:6]([N:20]2[CH2:21][C@@H:22]([CH3:23])[C@H:18]([C:16](=[O:17])[C:15]3[CH:14]=[CH:13][C:12]([F:11])=[CH:25][CH:24]=3)[CH2:19]2)=[O:7])=[CH:4][CH:3]=1.